Dataset: Reaction yield outcomes from USPTO patents with 853,638 reactions. Task: Predict the reaction yield, written as a fraction of the theoretical maximum amount of product (1.0 means a 100% yield; for example, 0.34 means a 34% yield). (1) The reactants are C(OC([NH:8][C:9]1[CH:14]=[CH:13][CH:12]=[CH:11][C:10]=1[NH:15][C:16](=[O:31])[C:17]1[CH:22]=[CH:21][C:20]([C:23]2[C:28]([C:29]#[N:30])=[CH:27][CH:26]=[CH:25][N:24]=2)=[CH:19][CH:18]=1)=O)(C)(C)C.Cl. The catalyst is O1CCOCC1. The product is [NH2:8][C:9]1[CH:14]=[CH:13][CH:12]=[CH:11][C:10]=1[NH:15][C:16](=[O:31])[C:17]1[CH:22]=[CH:21][C:20]([C:23]2[C:28]([C:29]#[N:30])=[CH:27][CH:26]=[CH:25][N:24]=2)=[CH:19][CH:18]=1. The yield is 0.820. (2) The reactants are [C:1]([N:8]1[CH2:13][CH2:12][CH:11]([CH2:14][CH2:15][OH:16])[CH2:10][CH2:9]1)([O:3][C:4]([CH3:7])([CH3:6])[CH3:5])=[O:2].CCN(CC)CC.[C:24]1([CH3:34])[CH:29]=[CH:28][C:27]([S:30](Cl)(=[O:32])=[O:31])=[CH:26][CH:25]=1. The catalyst is C(Cl)Cl. The product is [C:4]([O:3][C:1]([N:8]1[CH2:13][CH2:12][CH:11]([CH2:14][CH2:15][O:16][S:30]([C:27]2[CH:28]=[CH:29][C:24]([CH3:34])=[CH:25][CH:26]=2)(=[O:32])=[O:31])[CH2:10][CH2:9]1)=[O:2])([CH3:7])([CH3:6])[CH3:5]. The yield is 0.890. (3) The reactants are Cl[C:2]1[N:10]=[CH:9][C:8]([F:11])=[CH:7][C:3]=1[C:4]([NH2:6])=[O:5].[CH3:12][O:13][C:14]1[CH:21]=[CH:20][C:17]([CH2:18][NH2:19])=[CH:16][CH:15]=1. The catalyst is C(O)CO. The product is [F:11][C:8]1[CH:9]=[N:10][C:2]([NH:19][CH2:18][C:17]2[CH:20]=[CH:21][C:14]([O:13][CH3:12])=[CH:15][CH:16]=2)=[C:3]([CH:7]=1)[C:4]([NH2:6])=[O:5]. The yield is 0.510. (4) The reactants are [CH2:1]([N:8]1[CH2:13][CH2:12][CH:11]([C:14]([C:25]2[C:30]([CH3:31])=[C:29]([O:32]C)[C:28]([CH3:34])=[C:27]([CH3:35])[C:26]=2[O:36]C)([C:16]2[CH:21]=[CH:20][C:19]([CH:22]([CH3:24])[CH3:23])=[CH:18][CH:17]=2)O)[CH2:10][CH2:9]1)[C:2]1[CH:7]=[CH:6][CH:5]=[CH:4][CH:3]=1.Br.[OH-].[Na+]. The catalyst is C(O)(=O)C. The product is [CH2:1]([N:8]1[CH2:9][CH2:10][C:11]2([CH:14]([C:16]3[CH:21]=[CH:20][C:19]([CH:22]([CH3:24])[CH3:23])=[CH:18][CH:17]=3)[C:25]3[C:30]([CH3:31])=[C:29]([OH:32])[C:28]([CH3:34])=[C:27]([CH3:35])[C:26]=3[O:36]2)[CH2:12][CH2:13]1)[C:2]1[CH:3]=[CH:4][CH:5]=[CH:6][CH:7]=1. The yield is 0.760. (5) The reactants are [CH3:1][O:2][C:3](=[O:18])[C:4]1[CH:9]=[C:8]([C:10]#[N:11])[CH:7]=[CH:6][C:5]=1[O:12][CH2:13][C:14]([O:16][CH3:17])=[O:15].C(O)(=O)C.N#N. The catalyst is CO.[Pd]. The product is [C:3]([OH:18])(=[O:2])[CH3:4].[NH2:11][CH2:10][C:8]1[CH:7]=[CH:6][C:5]([O:12][CH2:13][C:14]([O:16][CH3:17])=[O:15])=[C:4]([CH:9]=1)[C:3]([O:2][CH3:1])=[O:18]. The yield is 0.350. (6) The reactants are [CH:1]1([N:7]([CH:19]2[CH2:24][CH2:23][CH2:22][CH2:21][CH2:20]2)[C:8](=[O:18])[NH:9][C:10]2[S:11][C:12]([C:15](O)=[O:16])=[CH:13][N:14]=2)[CH2:6][CH2:5][CH2:4][CH2:3][CH2:2]1.Cl.[CH3:26][N:27]([CH3:37])[S:28]([N:31]1[CH2:36][CH2:35][NH:34][CH2:33][CH2:32]1)(=[O:30])=[O:29].CN(C(ON1N=NC2C=CC=CC1=2)=[N+](C)C)C.F[P-](F)(F)(F)(F)F.CCN(C(C)C)C(C)C. The catalyst is CCOC(C)=O.CN(C=O)C. The product is [CH3:26][N:27]([CH3:37])[S:28]([N:31]1[CH2:36][CH2:35][N:34]([C:15]([C:12]2[S:11][C:10]([NH:9][C:8]([N:7]([CH:1]3[CH2:2][CH2:3][CH2:4][CH2:5][CH2:6]3)[CH:19]3[CH2:24][CH2:23][CH2:22][CH2:21][CH2:20]3)=[O:18])=[N:14][CH:13]=2)=[O:16])[CH2:33][CH2:32]1)(=[O:29])=[O:30]. The yield is 0.670. (7) The reactants are [F:1][C:2]1[C:7]([F:8])=[CH:6][CH:5]=[CH:4][C:3]=1[N:9]1[C:17]2[CH:16]=[CH:15][N:14]=[CH:13][C:12]=2[N:11]=[C:10]1[C:18]1[C:19]([NH2:24])=[N:20][CH:21]=[CH:22][CH:23]=1.[Br:25]N1C(=O)CCC1=O.C([O-])(O)=O.[Na+]. The catalyst is C(#N)C. The product is [Br:25][C:22]1[CH:23]=[C:18]([C:10]2[N:9]([C:3]3[CH:4]=[CH:5][CH:6]=[C:7]([F:8])[C:2]=3[F:1])[C:17]3[CH:16]=[CH:15][N:14]=[CH:13][C:12]=3[N:11]=2)[C:19]([NH2:24])=[N:20][CH:21]=1. The yield is 0.750. (8) The reactants are [O:1]([C:8]1[CH:9]=[C:10]([CH:25]=[CH:26][CH:27]=1)[CH2:11][NH:12][C:13]1[CH:18]=[CH:17][C:16]([C@@H:19]2[CH2:21][C@H:20]2[C:22]([OH:24])=O)=[CH:15][CH:14]=1)[C:2]1[CH:7]=[CH:6][CH:5]=[CH:4][CH:3]=1.CN(C(ON1N=[N:43][C:38]2[CH:39]=[CH:40][CH:41]=NC1=2)=[N+](C)C)C.F[P-](F)(F)(F)(F)F.NCC1CC1. The catalyst is ClCCl.CN(C=O)C. The product is [CH:39]1([CH2:38][NH:43][C:22]([CH:20]2[CH2:21][CH:19]2[C:16]2[CH:17]=[CH:18][C:13]([NH:12][CH2:11][C:10]3[CH:25]=[CH:26][CH:27]=[C:8]([O:1][C:2]4[CH:3]=[CH:4][CH:5]=[CH:6][CH:7]=4)[CH:9]=3)=[CH:14][CH:15]=2)=[O:24])[CH2:41][CH2:40]1. The yield is 0.110. (9) The reactants are [F:1][C:2]([F:28])([F:27])[C:3]1[CH:4]=[CH:5][C:6]2[N:10]=[C:9]([C:11]3[CH:15]=[C:14]([C@H:16]([NH:18]C(=O)OC(C)(C)C)[CH3:17])[O:13][N:12]=3)[NH:8][C:7]=2[CH:26]=1. The catalyst is C(O)(C(F)(F)F)=O. The product is [F:28][C:2]([F:1])([F:27])[C:3]1[CH:4]=[CH:5][C:6]2[N:10]=[C:9]([C:11]3[CH:15]=[C:14]([C@H:16]([NH2:18])[CH3:17])[O:13][N:12]=3)[NH:8][C:7]=2[CH:26]=1. The yield is 0.467.